This data is from Catalyst prediction with 721,799 reactions and 888 catalyst types from USPTO. The task is: Predict which catalyst facilitates the given reaction. (1) Reactant: C(Cl)(Cl)Cl.[Cl:5][C:6]1[CH:7]=[C:8]([CH:12]2[C:16]([OH:17])=[C:15]([C:18]([CH3:20])=[O:19])[CH2:14][S:13]2)[CH:9]=[CH:10][CH:11]=1.S(Cl)(Cl)(=O)=O. Product: [Cl:5][C:6]1[CH:7]=[C:8]([C:12]2[S:13][CH:14]=[C:15]([C:18]([CH3:20])=[O:19])[C:16]=2[OH:17])[CH:9]=[CH:10][CH:11]=1. The catalyst class is: 6. (2) Reactant: [Si:1]([O:8][CH2:9][CH2:10][C:11]1[CH:16]=[CH:15][N:14]=[CH:13][CH:12]=1)([C:4]([CH3:7])([CH3:6])[CH3:5])([CH3:3])[CH3:2].ClC1C=CC=C(C(OO)=[O:25])C=1. Product: [Si:1]([O:8][CH2:9][CH2:10][C:11]1[CH:12]=[CH:13][N+:14]([O-:25])=[CH:15][CH:16]=1)([C:4]([CH3:6])([CH3:7])[CH3:5])([CH3:3])[CH3:2]. The catalyst class is: 2.